This data is from Catalyst prediction with 721,799 reactions and 888 catalyst types from USPTO. The task is: Predict which catalyst facilitates the given reaction. Reactant: [CH:1]([C:4]1[CH:5]=[CH:6][C:7]([O:54][CH3:55])=[C:8]([C:10]2[CH:15]=[CH:14][C:13]([C:16]([F:19])([F:18])[F:17])=[CH:12][C:11]=2[CH2:20][N:21]([CH2:34][C:35]2[CH:36]=[C:37]([CH:47]=[C:48]([C:50]([F:53])([F:52])[F:51])[CH:49]=2)[O:38][CH2:39][CH2:40][CH2:41][C:42]([O:44]CC)=[O:43])[C:22]2[N:27]=[CH:26][C:25]([N:28]3[CH2:33][CH2:32][O:31][CH2:30][CH2:29]3)=[CH:24][N:23]=2)[CH:9]=1)([CH3:3])[CH3:2].[OH-].[Na+]. Product: [CH:1]([C:4]1[CH:5]=[CH:6][C:7]([O:54][CH3:55])=[C:8]([C:10]2[CH:15]=[CH:14][C:13]([C:16]([F:19])([F:18])[F:17])=[CH:12][C:11]=2[CH2:20][N:21]([CH2:34][C:35]2[CH:36]=[C:37]([CH:47]=[C:48]([C:50]([F:53])([F:51])[F:52])[CH:49]=2)[O:38][CH2:39][CH2:40][CH2:41][C:42]([OH:44])=[O:43])[C:22]2[N:27]=[CH:26][C:25]([N:28]3[CH2:29][CH2:30][O:31][CH2:32][CH2:33]3)=[CH:24][N:23]=2)[CH:9]=1)([CH3:3])[CH3:2]. The catalyst class is: 199.